From a dataset of Reaction yield outcomes from USPTO patents with 853,638 reactions. Predict the reaction yield, written as a fraction of the theoretical maximum amount of product (1.0 means a 100% yield; for example, 0.34 means a 34% yield). (1) The catalyst is CO.[Pd]. The product is [CH:1]1([O:6][C:7]2[N:8]=[CH:9][C:10]([NH2:13])=[CH:11][CH:12]=2)[CH2:2][CH2:3][CH2:4][CH2:5]1. The reactants are [CH:1]1([O:6][C:7]2[CH:12]=[CH:11][C:10]([N+:13]([O-])=O)=[CH:9][N:8]=2)[CH2:5][CH2:4][CH2:3][CH2:2]1. The yield is 0.940. (2) The reactants are C(OC([N:8]([C@H:13]1[C:21]2[C:16](=[C:17]([C:22]3[N:26]=[C:25]([C:27]4[CH:32]=[CH:31][C:30]([O:33][CH:34]([CH3:36])[CH3:35])=[C:29]([C:37]#[N:38])[CH:28]=4)[O:24][N:23]=3)[CH:18]=[CH:19][CH:20]=2)[CH2:15][CH2:14]1)[CH2:9][C:10]([OH:12])=O)=O)(C)(C)C.C1C=CC2N(O)N=NC=2C=1.C(Cl)C[Cl:51].[CH3:53][NH:54][CH3:55]. The catalyst is CN(C=O)C.O. The product is [ClH:51].[C:37]([C:29]1[CH:28]=[C:27]([C:25]2[O:24][N:23]=[C:22]([C:17]3[CH:18]=[CH:19][CH:20]=[C:21]4[C:16]=3[CH2:15][CH2:14][C@H:13]4[NH:8][CH2:9][C:10]([N:54]([CH3:55])[CH3:53])=[O:12])[N:26]=2)[CH:32]=[CH:31][C:30]=1[O:33][CH:34]([CH3:35])[CH3:36])#[N:38]. The yield is 0.740. (3) The reactants are [CH3:1][O:2][C:3]1[CH:20]=[C:19]([O:21][CH3:22])[CH:18]=[CH:17][C:4]=1[CH2:5][N:6]([CH2:10][CH:11]1[O:15][C:14](=[O:16])[NH:13][CH2:12]1)[C:7](=[O:9])[CH3:8].Br[C:24]1[CH:25]=[CH:26][C:27]2[C:33](=[O:34])[CH2:32][CH2:31][CH2:30][S:29][C:28]=2[CH:35]=1.N[C@@H]1CCCC[C@H]1N.C(=O)([O-])[O-].[K+].[K+]. The catalyst is O1CCOCC1.[Cu]I. The product is [CH3:1][O:2][C:3]1[CH:20]=[C:19]([O:21][CH3:22])[CH:18]=[CH:17][C:4]=1[CH2:5][N:6]([CH2:10][CH:11]1[O:15][C:14](=[O:16])[N:13]([C:24]2[CH:25]=[CH:26][C:27]3[C:33](=[O:34])[CH2:32][CH2:31][CH2:30][S:29][C:28]=3[CH:35]=2)[CH2:12]1)[C:7](=[O:9])[CH3:8]. The yield is 0.910. (4) The reactants are [Br:1][C:2]1[CH:9]=[CH:8][C:5]([CH:6]=O)=[C:4]([F:10])[CH:3]=1.[NH:11]1[CH2:15][CH2:14][C@@H:13]([OH:16])[CH2:12]1.C(O[BH-](OC(=O)C)OC(=O)C)(=O)C.[Na+]. The catalyst is ClCCCl. The product is [Br:1][C:2]1[CH:9]=[CH:8][C:5]([CH2:6][N:11]2[CH2:15][CH2:14][C@@H:13]([OH:16])[CH2:12]2)=[C:4]([F:10])[CH:3]=1. The yield is 0.919. (5) The reactants are [Cl:1][C:2]1[CH:3]=[CH:4][C:5]([S:21][CH2:22][C:23]2[CH:28]=[CH:27][CH:26]=[C:25]([O:29]C)[CH:24]=2)=[C:6]([NH:8][S:9]([C:12]2[O:13][C:14]3[CH:20]=[CH:19][CH:18]=[CH:17][C:15]=3[CH:16]=2)(=[O:11])=[O:10])[CH:7]=1.B(Br)(Br)Br. The catalyst is C(Cl)Cl.CCOC(C)=O. The product is [Cl:1][C:2]1[CH:3]=[CH:4][C:5]([S:21][CH2:22][C:23]2[CH:28]=[CH:27][CH:26]=[C:25]([OH:29])[CH:24]=2)=[C:6]([NH:8][S:9]([C:12]2[O:13][C:14]3[CH:20]=[CH:19][CH:18]=[CH:17][C:15]=3[CH:16]=2)(=[O:11])=[O:10])[CH:7]=1. The yield is 0.640. (6) The reactants are [CH3:1][N:2]1[CH:6]=[CH:5][C:4]([NH2:7])=[N:3]1.[CH3:8][C:9](=O)[CH2:10][CH2:11][C:12](=O)[CH3:13].C1(C)C=CC(S(O)(=O)=O)=CC=1.O. The catalyst is C1(C)C=CC=CC=1.C(Cl)Cl. The product is [CH3:13][C:12]1[N:7]([C:4]2[CH:5]=[CH:6][N:2]([CH3:1])[N:3]=2)[C:9]([CH3:8])=[CH:10][CH:11]=1. The yield is 0.550. (7) The reactants are [CH2:1]([CH:8]1[C:14]2[CH:15]=[C:16]([O:19][CH3:20])[CH:17]=[CH:18][C:13]=2[CH2:12][CH2:11][C:10](=O)[NH:9]1)[C:2]1[CH:7]=[CH:6][CH:5]=[CH:4][CH:3]=1.O. The catalyst is O1CCCC1. The product is [CH2:1]([CH:8]1[C:14]2[CH:15]=[C:16]([O:19][CH3:20])[CH:17]=[CH:18][C:13]=2[CH2:12][CH2:11][CH2:10][NH:9]1)[C:2]1[CH:3]=[CH:4][CH:5]=[CH:6][CH:7]=1. The yield is 0.690.